From a dataset of Full USPTO retrosynthesis dataset with 1.9M reactions from patents (1976-2016). Predict the reactants needed to synthesize the given product. (1) Given the product [NH2:3][CH2:4][C:5]1[CH:13]=[CH:12][CH:11]=[C:10]2[C:6]=1[C:7](=[O:23])[N:8]([CH:15]1[CH2:20][CH2:19][C:18](=[O:21])[NH:17][C:16]1=[O:22])[C:9]2=[O:14], predict the reactants needed to synthesize it. The reactants are: CN(C)[N:3]=[CH:4][C:5]1[CH:13]=[CH:12][CH:11]=[C:10]2[C:6]=1[C:7](=[O:23])[N:8]([CH:15]1[CH2:20][CH2:19][C:18](=[O:21])[NH:17][C:16]1=[O:22])[C:9]2=[O:14].[H][H].CS(O)(=O)=O. (2) Given the product [O:17]=[C:16]1[NH:15][CH2:14][CH2:13][N:1]1[C:2]1[CH:3]=[C:4]([CH:9]=[CH:10][N:11]=1)[C:5]([O:7][CH3:8])=[O:6], predict the reactants needed to synthesize it. The reactants are: [NH2:1][C:2]1[CH:3]=[C:4]([CH:9]=[CH:10][N:11]=1)[C:5]([O:7][CH3:8])=[O:6].Cl[CH2:13][CH2:14][N:15]=[C:16]=[O:17].C(N(CC)CC)C.C(=O)([O-])[O-].[K+].[K+]. (3) Given the product [Cl:1][CH2:2][CH2:3][C@@H:4]([C:6]1[S:7][CH:8]=[CH:9][CH:10]=1)[OH:5], predict the reactants needed to synthesize it. The reactants are: [Cl:1][CH2:2][CH2:3][CH:4]([C:6]1[S:7][CH:8]=[CH:9][CH:10]=1)[OH:5].C1(=O)OC(=O)CC1. (4) The reactants are: [Li+].C[Si]([N-:6][Si](C)(C)C)(C)C.[Br:11][C:12]1[S:16][C:15]([C:17]#[N:18])=[CH:14][CH:13]=1.Cl.[C:20](O[C:20]([O:22][C:23]([CH3:26])([CH3:25])[CH3:24])=[O:21])([O:22][C:23]([CH3:26])([CH3:25])[CH3:24])=[O:21]. Given the product [NH2:18]/[C:17](=[N:6]\[C:20](=[O:21])[O:22][C:23]([CH3:26])([CH3:25])[CH3:24])/[C:15]1[S:16][C:12]([Br:11])=[CH:13][CH:14]=1, predict the reactants needed to synthesize it. (5) Given the product [NH2:1][C:2]1[C:7]([Cl:9])=[CH:6][C:5]([I:8])=[CH:4][N:3]=1, predict the reactants needed to synthesize it. The reactants are: [NH2:1][C:2]1[CH:7]=[CH:6][C:5]([I:8])=[CH:4][N:3]=1.[Cl:9]N1C(=O)CCC1=O.O.